Dataset: Forward reaction prediction with 1.9M reactions from USPTO patents (1976-2016). Task: Predict the product of the given reaction. (1) Given the reactants [NH:1]1[CH2:6][CH2:5][CH2:4][CH:3]([NH:7][C:8]([C:10]2[S:14][C:13]([C:15]3[CH:20]=[CH:19][C:18]([Cl:21])=[CH:17][CH:16]=3)=[N:12][C:11]=2[CH3:22])=[O:9])[CH2:2]1.[CH:23]([C:25]1[CH:26]=[C:27](OB(O)O)[CH:28]=[CH:29][C:30]=1[O:31][CH3:32])=[O:24], predict the reaction product. The product is: [Cl:21][C:18]1[CH:17]=[CH:16][C:15]([C:13]2[S:14][C:10]([C:8]([NH:7][CH:3]3[CH2:4][CH2:5][CH2:6][N:1]([C:27]4[CH:28]=[CH:29][C:30]([O:31][CH3:32])=[C:25]([CH:26]=4)[CH:23]=[O:24])[CH2:2]3)=[O:9])=[C:11]([CH3:22])[N:12]=2)=[CH:20][CH:19]=1. (2) The product is: [CH2:1]([NH:8][C:29]([C:28]1[S:27][C:26]([N:32]2[CH2:36][CH2:35][N:34]([CH2:37][C:38]3[CH:43]=[CH:42][C:41]([C:44]([F:45])([F:46])[F:47])=[CH:40][CH:39]=3)[C:33]2=[O:48])=[N:25][C:24]=1[CH3:23])=[O:31])[C:2]1[CH:7]=[CH:6][CH:5]=[CH:4][CH:3]=1. Given the reactants [CH2:1]([N:8]1CCN(C2SC(C(O)=O)=C(C)N=2)C1=O)[C:2]1[CH:7]=[CH:6][CH:5]=[CH:4][CH:3]=1.[CH3:23][C:24]1[N:25]=[C:26]([N:32]2[CH2:36][CH2:35][N:34]([CH2:37][C:38]3[CH:43]=[CH:42][C:41]([C:44]([F:47])([F:46])[F:45])=[CH:40][CH:39]=3)[C:33]2=[O:48])[S:27][C:28]=1[C:29]([OH:31])=O.C(N)C1C=CC=CC=1, predict the reaction product. (3) Given the reactants Br[C:2]1[C:8]([C:9]([F:12])([F:11])[F:10])=[CH:7][C:5]([NH2:6])=[CH:4][C:3]=1[Cl:13].CC1(C)C(C)(C)OB([C:22]2[CH2:27][CH2:26][N:25]([C:28]([O:30][C:31]([CH3:34])([CH3:33])[CH3:32])=[O:29])[CH2:24][CH:23]=2)O1.C(=O)([O-])[O-].[K+].[K+].CN(C=O)C, predict the reaction product. The product is: [NH2:6][C:5]1[CH:7]=[C:8]([C:9]([F:12])([F:11])[F:10])[C:2]([C:22]2[CH2:27][CH2:26][N:25]([C:28]([O:30][C:31]([CH3:34])([CH3:33])[CH3:32])=[O:29])[CH2:24][CH:23]=2)=[C:3]([Cl:13])[CH:4]=1. (4) Given the reactants [O:1]1CCO[CH:2]1[CH2:6][N:7]1[C:16]2[CH:15]=[CH:14][CH:13]=[C:12]([C:17]([O:19][CH3:20])=[O:18])[C:11]=2[CH:10]=[CH:9][C:8]1=[O:21].C(=O)([O-])O.[Na+], predict the reaction product. The product is: [O:21]=[C:8]1[CH:9]=[CH:10][C:11]2[C:12]([C:17]([O:19][CH3:20])=[O:18])=[CH:13][CH:14]=[CH:15][C:16]=2[N:7]1[CH2:6][CH:2]=[O:1].